This data is from Orexin1 receptor HTS with 218,158 compounds and 233 confirmed actives. The task is: Binary Classification. Given a drug SMILES string, predict its activity (active/inactive) in a high-throughput screening assay against a specified biological target. (1) The molecule is S(c1cc(n2c(c(c(=O)cc2)C)C)ccc1)C. The result is 0 (inactive). (2) The compound is Clc1ccc(NC(=O)CNCC2(N3CCOCC3)CCCCC2)cc1. The result is 0 (inactive). (3) The drug is S(CC(=O)N(CCCC)c1c(n(CCC)c(=O)[nH]c1=O)N)Cc1c(onc1C)C. The result is 0 (inactive). (4) The compound is Clc1n(nc(Cl)n1)CC(=O)c1ccc([N+]([O-])=O)cc1. The result is 0 (inactive). (5) The compound is O(C1(C(=O)c2c(=C(C1=O)c1occc1)cc(n(c2)CCc1ncccc1)CCCC)C)C(=O)c1ccc(OC)cc1. The result is 0 (inactive). (6) The compound is Oc1c(C(C)(C)C)cc(cc1Cn1nnc2c1cccc2)C. The result is 0 (inactive). (7) The drug is S(=O)(=O)(Nc1c(n(n(c1=O)c1ccccc1)C)C)c1cc(C(OCC(=O)N(C2CCCCC2)C)=O)ccc1. The result is 1 (active). (8) The drug is S(CC(N1CCN(CCC1=O)CCc1ccccc1)Cc1ccccc1)c1ccc(OC)cc1. The result is 0 (inactive). (9) The molecule is S(=O)(=O)(Nc1cccnc1)c1c(OCC)ccc(c1)C. The result is 0 (inactive). (10) The drug is O1CCN(CC1)Cc1onc(n1)c1cc(OC)c(OC)cc1. The result is 0 (inactive).